Dataset: Forward reaction prediction with 1.9M reactions from USPTO patents (1976-2016). Task: Predict the product of the given reaction. (1) Given the reactants [Cl:1][C:2]1[CH:3]=[CH:4][C:5]([C:12]([F:15])([F:14])[F:13])=[C:6]([CH2:8][C:9]([OH:11])=[O:10])[CH:7]=1.OS(O)(=O)=O.[CH3:21][CH2:22]O, predict the reaction product. The product is: [CH2:21]([O:10][C:9](=[O:11])[CH2:8][C:6]1[CH:7]=[C:2]([Cl:1])[CH:3]=[CH:4][C:5]=1[C:12]([F:13])([F:14])[F:15])[CH3:22]. (2) Given the reactants Cl.[CH3:2][O:3][C:4](=[O:8])[C@@H:5]([CH3:7])[NH2:6].C([O-])(=O)C.[K+].[C:14]1(=O)[CH2:19][CH2:18][CH2:17][CH2:16][CH2:15]1.C(O[BH-](OC(=O)C)OC(=O)C)(=O)C.[Na+].C(=O)(O)[O-].[Na+].C(=O)([O-])[O-].[Na+].[Na+], predict the reaction product. The product is: [CH:14]1([NH:6][C@@H:5]([C:4]([O:3][CH3:2])=[O:8])[CH3:7])[CH2:19][CH2:18][CH2:17][CH2:16][CH2:15]1. (3) Given the reactants [C:1]([C:5]1[CH:33]=[CH:32][C:8]([C:9]([NH:11][C@@H:12]([CH2:16][C:17]2[CH:22]=[CH:21][C:20](B3OC(C)(C)C(C)(C)O3)=[CH:19][CH:18]=2)[C:13]([O-:15])=[O:14])=[O:10])=[CH:7][CH:6]=1)([CH3:4])([CH3:3])[CH3:2].C([O-])(O)=O.[Na+].[Br:39][C:40]1[CH:41]=[N:42][C:43](I)=[N:44][CH:45]=1, predict the reaction product. The product is: [Br:39][C:40]1[CH:41]=[N:42][C:43]([C:20]2[CH:19]=[CH:18][C:17]([CH2:16][C@H:12]([NH:11][C:9](=[O:10])[C:8]3[CH:32]=[CH:33][C:5]([C:1]([CH3:3])([CH3:2])[CH3:4])=[CH:6][CH:7]=3)[C:13]([O:15][C:1]([CH3:4])([CH3:3])[CH3:2])=[O:14])=[CH:22][CH:21]=2)=[N:44][CH:45]=1. (4) The product is: [CH3:35][O:36][C:37](=[O:40])[CH2:38][NH:39][C:31]([C:3]1[N:4]([C:21]2[CH:26]=[CH:25][C:24]([O:27][CH:28]([CH3:30])[CH3:29])=[CH:23][CH:22]=2)[C:5]2[C:10]([C:2]=1[Cl:1])=[CH:9][C:8]([C:11]1[CH:16]=[CH:15][C:14]([C:17]([F:18])([F:20])[F:19])=[CH:13][N:12]=1)=[CH:7][CH:6]=2)=[O:32]. Given the reactants [Cl:1][C:2]1[C:10]2[C:5](=[CH:6][CH:7]=[C:8]([C:11]3[CH:16]=[CH:15][C:14]([C:17]([F:20])([F:19])[F:18])=[CH:13][N:12]=3)[CH:9]=2)[N:4]([C:21]2[CH:26]=[CH:25][C:24]([O:27][CH:28]([CH3:30])[CH3:29])=[CH:23][CH:22]=2)[C:3]=1[C:31](Cl)=[O:32].Cl.[CH3:35][O:36][C:37](=[O:40])[CH2:38][NH2:39], predict the reaction product. (5) Given the reactants Cl[C:2]1[C:8]2[CH:9]=[CH:10][CH:11]=[CH:12][C:7]=2[S:6][C:5]2[CH:13]=[CH:14][CH:15]=[CH:16][C:4]=2[N:3]=1.C1(C)C=CC=CC=1.[NH:24]1[CH2:29][CH2:28][NH:27][CH2:26][CH2:25]1, predict the reaction product. The product is: [N:24]1([C:9]2[C:8]3[CH:2]=[N:3][C:4]4[CH:16]=[CH:15][CH:14]=[CH:13][C:5]=4[S:6][C:7]=3[CH:12]=[CH:11][CH:10]=2)[CH2:29][CH2:28][NH:27][CH2:26][CH2:25]1. (6) The product is: [Cl:1][C:2]1[CH:3]=[C:4]([CH:30]([OH:31])[CH2:29][CH2:28][CH2:27][C:26]#[C:25][C:15]2[CH:16]=[CH:17][C:18]([N:19]3[CH:23]=[N:22][C:21]([CH3:24])=[N:20]3)=[C:13]([O:12][CH3:11])[CH:14]=2)[CH:5]=[CH:6][C:7]=1[Cl:8]. Given the reactants [Cl:1][C:2]1[CH:3]=[C:4]([Mg]Br)[CH:5]=[CH:6][C:7]=1[Cl:8].[CH3:11][O:12][C:13]1[CH:14]=[C:15]([C:25]#[C:26][CH2:27][CH2:28][CH2:29][CH:30]=[O:31])[CH:16]=[CH:17][C:18]=1[N:19]1[CH:23]=[N:22][C:21]([CH3:24])=[N:20]1.[Cl-].[NH4+], predict the reaction product. (7) The product is: [Cl:16][C:13]1[CH:14]=[CH:15][C:10]([CH2:9][CH2:8][CH2:7][C:6]([OH:31])=[O:5])=[C:11]([F:30])[C:12]=1[CH2:17][CH:18]1[CH2:22][CH2:21][N:20]([CH:23]2[CH2:28][CH2:27][CH2:26][CH2:25][CH2:24]2)[C:19]1=[O:29]. Given the reactants [OH-].[Na+].C([O:5][C:6](=[O:31])[CH2:7][CH2:8][CH2:9][C:10]1[CH:15]=[CH:14][C:13]([Cl:16])=[C:12]([CH2:17][CH:18]2[CH2:22][CH2:21][N:20]([CH:23]3[CH2:28][CH2:27][CH2:26][CH2:25][CH2:24]3)[C:19]2=[O:29])[C:11]=1[F:30])C.Cl, predict the reaction product. (8) Given the reactants [CH3:1][C:2]1[NH:3][C:4]2[CH:10]=[CH:9][CH:8]=[CH:7][C:5]=2[N:6]=1.[CH3:11][O:12][CH2:13][CH2:14][O:15][CH2:16][CH2:17][O:18][CH2:19][CH2:20]Cl, predict the reaction product. The product is: [CH3:11][O:12][CH2:13][CH2:14][O:15][CH2:16][CH2:17][O:18][CH2:19][CH2:20][N:3]1[C:4]2[CH:10]=[CH:9][CH:8]=[CH:7][C:5]=2[N:6]=[C:2]1[CH3:1]. (9) The product is: [CH3:1][C:2]([CH3:32])([CH3:31])[C@H:3]([C:4]([NH:6][C:7]1[CH:8]=[N:9][C:10]([O:13][C:14]2[CH:19]=[CH:18][C:17]([CH3:20])=[C:16]([O:21][CH3:22])[CH:15]=2)=[CH:11][CH:12]=1)=[O:5])[NH2:23]. Given the reactants [CH3:1][C:2]([CH3:32])([CH3:31])[C@@H:3]([NH:23]C(=O)OC(C)(C)C)[C:4]([NH:6][C:7]1[CH:8]=[N:9][C:10]([O:13][C:14]2[CH:19]=[CH:18][C:17]([CH3:20])=[C:16]([O:21][CH3:22])[CH:15]=2)=[CH:11][CH:12]=1)=[O:5].C(O)(C(F)(F)F)=O, predict the reaction product. (10) Given the reactants [NH2:1][C:2]1[CH:6]=[C:5]([Br:7])[S:4][C:3]=1[C:8]([O:10][CH3:11])=[O:9].C[Si](C)(C)[N-][Si](C)(C)C.[Li+].O1CCCC1.[O:27]=[C:28]1[C@H:33]2[CH2:34][C@:30]([C:42]3[CH:47]=[CH:46][CH:45]=[CH:44][CH:43]=3)([CH2:31][N:32]2[C:35]([O:37][C:38]([CH3:41])([CH3:40])[CH3:39])=[O:36])[O:29]1.Cl, predict the reaction product. The product is: [Br:7][C:5]1[S:4][C:3]([C:8]([O:10][CH3:11])=[O:9])=[C:2]([NH:1][C:28]([CH:33]2[CH2:34][C:30]([OH:29])([C:42]3[CH:47]=[CH:46][CH:45]=[CH:44][CH:43]=3)[CH2:31][N:32]2[C:35]([O:37][C:38]([CH3:41])([CH3:40])[CH3:39])=[O:36])=[O:27])[CH:6]=1.